Dataset: Forward reaction prediction with 1.9M reactions from USPTO patents (1976-2016). Task: Predict the product of the given reaction. (1) Given the reactants [Cl:1][C:2]1[CH:7]=[CH:6][C:5]([C:8](=[O:19])[NH:9][CH:10]([C:13]2[CH:18]=[CH:17][CH:16]=[CH:15][CH:14]=2)[CH2:11][OH:12])=[CH:4][C:3]=1[NH:20][C:21]([C:23]1[C:46](=[O:47])[NH:45][C:26]2[N:27]=[C:28]([N:31]3CC[CH:34](NC(=O)OC(C)(C)C)[CH2:33][CH2:32]3)[N:29]=[CH:30][C:25]=2[CH:24]=1)=[O:22].Cl.[C@@H]12[O:56][C@@H:53]([CH2:54]C1)[CH2:52]NC2.C(N(CC)CC)C, predict the reaction product. The product is: [Cl:1][C:2]1[CH:7]=[CH:6][C:5]([C:8](=[O:19])[NH:9][CH:10]([C:13]2[CH:18]=[CH:17][CH:16]=[CH:15][CH:14]=2)[CH2:11][OH:12])=[CH:4][C:3]=1[NH:20][C:21]([C:23]1[C:46](=[O:47])[NH:45][C:26]2[N:27]=[C:28]([N:31]3[CH2:54][C@H:53]4[O:56][C@H:33]([CH2:34][CH2:52]4)[CH2:32]3)[N:29]=[CH:30][C:25]=2[CH:24]=1)=[O:22]. (2) Given the reactants CS[C:3]1[N:4]=[C:5]([CH2:12][C:13]2[CH:17]=[CH:16][S:15][CH:14]=2)[NH:6][C:7](=[O:11])[C:8]=1[C:9]#[N:10].[O:18]1[C:22]2([CH2:27][CH2:26][NH:25][CH2:24][CH2:23]2)[O:21][CH2:20][CH2:19]1, predict the reaction product. The product is: [O:18]1[C:22]2([CH2:27][CH2:26][N:25]([C:3]3[N:4]=[C:5]([CH2:12][C:13]4[CH:17]=[CH:16][S:15][CH:14]=4)[NH:6][C:7](=[O:11])[C:8]=3[C:9]#[N:10])[CH2:24][CH2:23]2)[O:21][CH2:20][CH2:19]1. (3) Given the reactants NC1C=CC(C2C=NN(CCCO)C=2)=CC=1C(N(CC)CC)=O.Br[C:25]1[CH:33]=[CH:32][C:31]([N+:34]([O-:36])=[O:35])=[C:30]2[C:26]=1[CH2:27][N:28]([CH3:38])[C:29]2=[O:37].CC1(C)C(C)(C)OB(C2C=NN(CCCO)C=2)O1.[CH3:57][C:58]1([CH3:78])[O:62][C@@H:61]([CH2:63][N:64]2[CH:68]=[C:67](B3OC(C)(C)C(C)(C)O3)[CH:66]=[N:65]2)[CH2:60][O:59]1, predict the reaction product. The product is: [CH3:57][C:58]1([CH3:78])[O:62][C@@H:61]([CH2:63][N:64]2[CH:68]=[C:67]([C:25]3[CH:33]=[CH:32][C:31]([N+:34]([O-:36])=[O:35])=[C:30]4[C:26]=3[CH2:27][N:28]([CH3:38])[C:29]4=[O:37])[CH:66]=[N:65]2)[CH2:60][O:59]1. (4) Given the reactants [S:1]1[CH2:5][CH2:4][CH2:3][CH2:2]1.[Br:6][CH2:7][C:8](=[O:13])[C:9]([CH3:12])([CH3:11])[CH3:10], predict the reaction product. The product is: [Br-:6].[CH3:10][C:9]([CH3:12])([CH3:11])[C:8](=[O:13])[CH2:7][S+:1]1[CH2:5][CH2:4][CH2:3][CH2:2]1. (5) The product is: [C:17]([N:13]1[CH2:14][CH2:15][CH2:16][CH:11]([N:9]2[C:36]([NH2:37])=[C:33]([C:34]#[N:35])[C:32]([C:29]3[CH:28]=[CH:27][C:26]([O:25][C:24]4[CH:40]=[CH:41][C:21]([Cl:20])=[C:22]([CH3:42])[CH:23]=4)=[CH:31][CH:30]=3)=[N:10]2)[CH2:12]1)(=[O:19])[CH3:18]. Given the reactants C(N(CC)CC)C.Cl.[NH:9]([CH:11]1[CH2:16][CH2:15][CH2:14][N:13]([C:17](=[O:19])[CH3:18])[CH2:12]1)[NH2:10].[Cl:20][C:21]1[CH:41]=[CH:40][C:24]([O:25][C:26]2[CH:31]=[CH:30][C:29]([C:32](OC)=[C:33]([C:36]#[N:37])[C:34]#[N:35])=[CH:28][CH:27]=2)=[CH:23][C:22]=1[CH3:42], predict the reaction product. (6) Given the reactants [CH3:1][C:2]1[N:3]=[C:4]([NH:7][C:8]([C:10]2[CH:11]=[C:12]([CH:17]=[CH:18][CH:19]=2)[C:13]([O:15][CH3:16])=[O:14])=[O:9])[S:5][CH:6]=1.[H-].[Na+].[CH3:22]I, predict the reaction product. The product is: [CH3:22][N:7]([C:4]1[S:5][CH:6]=[C:2]([CH3:1])[N:3]=1)[C:8]([C:10]1[CH:11]=[C:12]([CH:17]=[CH:18][CH:19]=1)[C:13]([O:15][CH3:16])=[O:14])=[O:9]. (7) Given the reactants Cl.[NH:2]1[CH2:6][CH2:5][C@H:4]([NH:7][C:8]([C:10]2[C:14]3[N:15]=[CH:16][N:17]=[C:18]([C:19]4[C:27]5[O:26][CH2:25][O:24][C:23]=5[CH:22]=[CH:21][C:20]=4[O:28][CH2:29][CH:30]4[CH2:32][CH2:31]4)[C:13]=3[NH:12][CH:11]=2)=[O:9])[CH2:3]1.Cl[C:34]([O:36][CH2:37][CH3:38])=[O:35], predict the reaction product. The product is: [CH2:37]([O:36][C:34]([N:2]1[CH2:6][CH2:5][C@H:4]([NH:7][C:8]([C:10]2[C:14]3[N:15]=[CH:16][N:17]=[C:18]([C:19]4[C:27]5[O:26][CH2:25][O:24][C:23]=5[CH:22]=[CH:21][C:20]=4[O:28][CH2:29][CH:30]4[CH2:32][CH2:31]4)[C:13]=3[NH:12][CH:11]=2)=[O:9])[CH2:3]1)=[O:35])[CH3:38]. (8) Given the reactants [OH-].[Na+].[Cl:3][C:4]1[CH:9]=[CH:8][C:7]([C:10]2[CH:15]=[CH:14][C:13]([CH2:16][O:17][C:18]3[CH:23]=[CH:22][C:21]([O:24][C:25]([F:28])([F:27])[F:26])=[CH:20][C:19]=3[CH2:29][CH2:30][N:31]([CH2:41][C:42]3[CH:51]=[CH:50][C:45]([C:46]([O:48]C)=[O:47])=[CH:44][CH:43]=3)[CH2:32][CH2:33][CH2:34][CH2:35][C:36]([O:38]CC)=[O:37])=[CH:12][CH:11]=2)=[CH:6][CH:5]=1, predict the reaction product. The product is: [C:36]([CH2:35][CH2:34][CH2:33][CH2:32][N:31]([CH2:41][C:42]1[CH:43]=[CH:44][C:45]([C:46]([OH:48])=[O:47])=[CH:50][CH:51]=1)[CH2:30][CH2:29][C:19]1[CH:20]=[C:21]([O:24][C:25]([F:28])([F:26])[F:27])[CH:22]=[CH:23][C:18]=1[O:17][CH2:16][C:13]1[CH:14]=[CH:15][C:10]([C:7]2[CH:8]=[CH:9][C:4]([Cl:3])=[CH:5][CH:6]=2)=[CH:11][CH:12]=1)([OH:38])=[O:37].